From a dataset of Forward reaction prediction with 1.9M reactions from USPTO patents (1976-2016). Predict the product of the given reaction. (1) Given the reactants Br[CH2:2][C:3]([C:5]1[CH:6]=[N:7][N:8]([C:11]2[CH:16]=[CH:15][CH:14]=[CH:13][CH:12]=2)[C:9]=1[CH3:10])=O.[N:17]1([CH2:23][CH2:24][CH2:25][NH:26][C:27]([NH2:29])=[S:28])[CH2:22][CH2:21][O:20][CH2:19][CH2:18]1.C(N(CC)C(C)C)(C)C.[S:39]1[CH:43]=[CH:42][CH:41]=[C:40]1[C:44](Cl)=[O:45], predict the reaction product. The product is: [CH3:10][C:9]1[N:8]([C:11]2[CH:16]=[CH:15][CH:14]=[CH:13][CH:12]=2)[N:7]=[CH:6][C:5]=1[C:3]1[N:29]=[C:27]([N:26]([CH2:25][CH2:24][CH2:23][N:17]2[CH2:18][CH2:19][O:20][CH2:21][CH2:22]2)[C:44]([C:40]2[S:39][CH:43]=[CH:42][CH:41]=2)=[O:45])[S:28][CH:2]=1. (2) Given the reactants [CH3:1][O:2][C:3]1[CH:35]=[CH:34][C:6]([CH2:7][N:8]2[C:12]3=[N:13][C:14]([NH:17][CH2:18][C:19]4[CH:24]=[CH:23][C:22]([O:25][CH3:26])=[CH:21][CH:20]=4)=[CH:15][CH:16]=[C:11]3[C:10]([C:27](OC(C)(C)C)=[O:28])=[N:9]2)=[CH:5][CH:4]=1.[H-].[H-].[H-].[H-].[Li+].[Al+3].O.[OH-].[Na+], predict the reaction product. The product is: [CH3:1][O:2][C:3]1[CH:4]=[CH:5][C:6]([CH2:7][N:8]2[C:12]3=[N:13][C:14]([NH:17][CH2:18][C:19]4[CH:24]=[CH:23][C:22]([O:25][CH3:26])=[CH:21][CH:20]=4)=[CH:15][CH:16]=[C:11]3[C:10]([CH2:27][OH:28])=[N:9]2)=[CH:34][CH:35]=1. (3) Given the reactants [CH2:1]([O:4][C:5]1([CH3:32])[CH2:10][CH2:9][N:8]([C:11]2[N:16]3[CH:17]=[C:18]([C:20]([O:22][CH2:23][CH3:24])=[O:21])[N:19]=[C:15]3[CH:14]=[C:13]([CH3:25])[C:12]=2[C:26](=[O:31])[C:27]([O:29][CH3:30])=[O:28])[CH2:7][CH2:6]1)[CH:2]=[CH2:3].CB1N2CCC[C@@H]2C(C2C=CC=CC=2)(C2C=CC=CC=2)O1.C1(C)C=CC=CC=1.C(#N)C.C(=O)=O, predict the reaction product. The product is: [CH2:1]([O:4][C:5]1([CH3:32])[CH2:6][CH2:7][N:8]([C:11]2[N:16]3[CH:17]=[C:18]([C:20]([O:22][CH2:23][CH3:24])=[O:21])[N:19]=[C:15]3[CH:14]=[C:13]([CH3:25])[C:12]=2[C@H:26]([OH:31])[C:27]([O:29][CH3:30])=[O:28])[CH2:9][CH2:10]1)[CH:2]=[CH2:3]. (4) Given the reactants C([Cl:4])(=O)C.C(OC(=O)[NH:11][C:12]1[CH:17]=[CH:16][CH:15]=[C:14]([N:18]([CH3:26])[CH:19]2[CH2:24][CH2:23][N:22]([CH3:25])[CH2:21][CH2:20]2)[CH:13]=1)(C)(C)C, predict the reaction product. The product is: [ClH:4].[ClH:4].[ClH:4].[CH3:25][N:22]1[CH2:21][CH2:20][CH:19]([N:18]([C:14]2[CH:15]=[CH:16][CH:17]=[C:12]([NH2:11])[CH:13]=2)[CH3:26])[CH2:24][CH2:23]1. (5) The product is: [ClH:1].[CH3:19][O:18][C:17]1[CH:20]=[CH:21][C:14]([N:13]([CH3:12])[C:2]2[C:3]3[S:11][CH:10]=[CH:9][C:4]=3[N:5]=[C:6]([CH3:8])[N:7]=2)=[CH:15][CH:16]=1. Given the reactants [Cl:1][C:2]1[C:3]2[S:11][CH:10]=[CH:9][C:4]=2[N:5]=[C:6]([CH3:8])[N:7]=1.[CH3:12][NH:13][C:14]1[CH:21]=[CH:20][C:17]([O:18][CH3:19])=[CH:16][CH:15]=1, predict the reaction product. (6) The product is: [Cl:1][C:2]1[C:3]([NH:9][NH:10][C:21](=[O:22])[CH2:20][C:19]([F:25])([F:24])[F:18])=[N:4][CH:5]=[CH:6][C:7]=1[I:8]. Given the reactants [Cl:1][C:2]1[C:3]([NH:9][NH2:10])=[N:4][CH:5]=[CH:6][C:7]=1[I:8].C(N(CC)CC)C.[F:18][C:19]([F:25])([F:24])[CH2:20][C:21](Cl)=[O:22].C([O-])(O)=O.[Na+], predict the reaction product. (7) The product is: [C:1]([O:9][CH:10]([C@@H:13]1[CH2:17][C@@H:16]([OH:18])[C@H:15]([N:22]2[C:26]3[N:27]=[C:28]([NH2:32])[NH:29][C:30](=[O:31])[C:25]=3[S:24][C:23]2=[O:33])[O:14]1)[CH2:11][CH3:12])(=[O:8])[C:2]1[CH:7]=[CH:6][CH:5]=[CH:4][CH:3]=1. Given the reactants [C:1]([O:9][CH:10]([C@@H:13]1[CH2:17][C@@H:16]([O:18]C(=O)C)[C@H:15]([N:22]2[C:26]3[N:27]=[C:28]([NH2:32])[NH:29][C:30](=[O:31])[C:25]=3[S:24][C:23]2=[O:33])[O:14]1)[CH2:11][CH3:12])(=[O:8])[C:2]1[CH:7]=[CH:6][CH:5]=[CH:4][CH:3]=1.C([O-])([O-])=O.[K+].[K+].CC(O)=O, predict the reaction product. (8) Given the reactants [Br:1][C:2]1[CH:3]=[C:4]2[C:8](=[CH:9][CH:10]=1)[NH:7][C:6](=[O:11])[CH2:5]2.[CH2:12]([N:14]([CH2:29][CH3:30])[CH2:15][CH2:16][CH2:17][NH:18][C:19]([C:21]1[NH:22][C:23]([CH:27]=O)=[CH:24][C:25]=1[CH3:26])=[O:20])[CH3:13], predict the reaction product. The product is: [CH2:29]([N:14]([CH2:12][CH3:13])[CH2:15][CH2:16][CH2:17][NH:18][C:19]([C:21]1[NH:22][C:23]([CH:27]=[C:5]2[C:4]3[C:8](=[CH:9][CH:10]=[C:2]([Br:1])[CH:3]=3)[NH:7][C:6]2=[O:11])=[CH:24][C:25]=1[CH3:26])=[O:20])[CH3:30]. (9) Given the reactants [Cl:1][C:2]1[N:3]=[C:4](Cl)[C:5]2[C:10]([C:11]3[CH:16]=[CH:15][CH:14]=[CH:13][CH:12]=3)=[CH:9][S:8][C:6]=2[N:7]=1.[NH2:18][CH2:19][C:20]1[CH:25]=[CH:24][CH:23]=[CH:22][N:21]=1.C(N(CC)CC)C.O, predict the reaction product. The product is: [Cl:1][C:2]1[N:3]=[C:4]([NH:18][CH2:19][C:20]2[CH:25]=[CH:24][CH:23]=[CH:22][N:21]=2)[C:5]2[C:10]([C:11]3[CH:16]=[CH:15][CH:14]=[CH:13][CH:12]=3)=[CH:9][S:8][C:6]=2[N:7]=1.